Dataset: Reaction yield outcomes from USPTO patents with 853,638 reactions. Task: Predict the reaction yield, written as a fraction of the theoretical maximum amount of product (1.0 means a 100% yield; for example, 0.34 means a 34% yield). (1) The reactants are [O:1]=[C:2]1[CH2:7][CH2:6][N:5]([C:8]([O:10][CH2:11][C:12]2[CH:17]=[CH:16][CH:15]=[CH:14][CH:13]=2)=[O:9])[CH2:4][CH2:3]1.[CH2:18](O)[CH:19]=[CH2:20].N1CCCC1C(O)=O. The catalyst is CS(C)=O.C([Pd]1C(Cl)(Cl)C(CC=C)[Pd]1)C=C.C1(P(C2C=CC=CC=2)(C2C=CC=C3C=2OC2C(P(C4C=CC=CC=4)C4C=CC=CC=4)=CC=CC=2C3(C)C)=O)C=CC=CC=1. The product is [CH2:20]([CH:7]1[C:2](=[O:1])[CH2:3][CH2:4][N:5]([C:8]([O:10][CH2:11][C:12]2[CH:17]=[CH:16][CH:15]=[CH:14][CH:13]=2)=[O:9])[CH2:6]1)[CH:19]=[CH2:18]. The yield is 0.841. (2) The reactants are [CH:1]([C:3]1[C:4]([C:27]([F:30])([F:29])[F:28])=[N:5][N:6]([CH2:8][C:9]([NH:11][C:12]2[S:16][C:15]3[CH2:17][CH2:18][CH2:19][CH2:20][C:14]=3[C:13]=2[C:21]([NH:23][CH2:24][CH2:25][OH:26])=[O:22])=[O:10])[CH:7]=1)=O.[F:31][C:32]([F:36])([F:35])[CH2:33][NH2:34].C(O[BH-](OC(=O)C)OC(=O)C)(=O)C.[Na+]. The catalyst is C(O)(=O)C.C(Cl)Cl. The product is [OH:26][CH2:25][CH2:24][NH:23][C:21]([C:13]1[C:14]2[CH2:20][CH2:19][CH2:18][CH2:17][C:15]=2[S:16][C:12]=1[NH:11][C:9](=[O:10])[CH2:8][N:6]1[CH:7]=[C:3]([CH2:1][NH:34][CH2:33][C:32]([F:36])([F:35])[F:31])[C:4]([C:27]([F:29])([F:30])[F:28])=[N:5]1)=[O:22]. The yield is 0.290. (3) The reactants are Br[C:2]1[C:3]([NH2:9])=[N:4][CH:5]=[C:6]([Br:8])[N:7]=1.[NH:10]1[C:18]2[C:13](=[CH:14][C:15]([NH2:19])=[CH:16][CH:17]=2)[CH:12]=[CH:11]1.C(N(C(C)C)CC)(C)C. The catalyst is CCO. The product is [Br:8][C:6]1[N:7]=[C:2]([NH:19][C:15]2[CH:14]=[C:13]3[C:18](=[CH:17][CH:16]=2)[NH:10][CH:11]=[CH:12]3)[C:3]([NH2:9])=[N:4][CH:5]=1. The yield is 0.420. (4) The reactants are [CH:1]1([P:4](Cl)(Cl)=[O:5])[CH2:3][CH2:2]1.[CH:8]([Mg]Br)=[CH2:9].[NH4+].[Cl-].[CH2:14]1COC[CH2:15]1. No catalyst specified. The product is [CH:1]1([P:4](=[O:5])([CH:8]=[CH2:9])[CH:14]=[CH2:15])[CH2:3][CH2:2]1. The yield is 0.390. (5) The reactants are [CH3:1][C:2]1[NH:13][C:12](=O)[C:5]2[N:6]=[C:7]([S:10][CH3:11])[N:8]=[CH:9][C:4]=2[CH:3]=1.O=P(Cl)(Cl)[Cl:17]. No catalyst specified. The product is [Cl:17][C:12]1[C:5]2[N:6]=[C:7]([S:10][CH3:11])[N:8]=[CH:9][C:4]=2[CH:3]=[C:2]([CH3:1])[N:13]=1. The yield is 0.520.